This data is from Peptide-MHC class II binding affinity with 134,281 pairs from IEDB. The task is: Regression. Given a peptide amino acid sequence and an MHC pseudo amino acid sequence, predict their binding affinity value. This is MHC class II binding data. (1) The peptide sequence is WEQIFSTWLLKPGAG. The MHC is HLA-DQA10401-DQB10402 with pseudo-sequence HLA-DQA10401-DQB10402. The binding affinity (normalized) is 0.0324. (2) The peptide sequence is INKGILVTVNPIAST. The MHC is DRB1_1301 with pseudo-sequence DRB1_1301. The binding affinity (normalized) is 0.590. (3) The peptide sequence is ELLKTVRLIKFLYQSNP. The MHC is HLA-DQA10101-DQB10501 with pseudo-sequence HLA-DQA10101-DQB10501. The binding affinity (normalized) is 0.190.